From a dataset of Full USPTO retrosynthesis dataset with 1.9M reactions from patents (1976-2016). Predict the reactants needed to synthesize the given product. (1) Given the product [CH2:8]([C:9]1[C:11]2=[CH:12][NH:13][C:14]3[CH:15]=[CH:16][CH:17]=[C:18]([C:19]=32)[C:20](=[O:22])[NH:26][N:25]=1)[CH2:7][C:1]1[CH:6]=[CH:5][CH:4]=[CH:3][CH:2]=1, predict the reactants needed to synthesize it. The reactants are: [C:1]1([CH2:7][CH2:8][C:9]([C:11]2[C:19]3[C:18]([C:20]([O:22]C)=O)=[CH:17][CH:16]=[CH:15][C:14]=3[NH:13][CH:12]=2)=O)[CH:6]=[CH:5][CH:4]=[CH:3][CH:2]=1.O.[NH2:25][NH2:26]. (2) Given the product [Br:31][C:32]1[CH:33]=[C:34]([S:38]([N:10]2[CH2:11][CH2:12][N:7]([C:13]([O:15][C:16]([CH3:19])([CH3:18])[CH3:17])=[O:14])[CH2:8][CH2:9]2)(=[O:40])=[O:39])[CH:35]=[CH:36][CH:37]=1, predict the reactants needed to synthesize it. The reactants are: N1CCOCC1.[N:7]1([C:13]([O:15][C:16]([CH3:19])([CH3:18])[CH3:17])=[O:14])[CH2:12][CH2:11][NH:10][CH2:9][CH2:8]1.IC1C=CC(S(Cl)(=O)=O)=CC=1.[Br:31][C:32]1[CH:33]=[C:34]([S:38](Cl)(=[O:40])=[O:39])[CH:35]=[CH:36][CH:37]=1. (3) Given the product [CH3:18][N:20]([CH3:21])[C:15](=[O:17])[CH2:14][CH2:13][C:10]1[CH:9]=[C:8]([CH3:7])[NH:12][CH:11]=1, predict the reactants needed to synthesize it. The reactants are: ClC(OCC)=O.[CH3:7][C:8]1[NH:12][CH:11]=[C:10]([CH2:13][CH2:14][C:15]([OH:17])=O)[CH:9]=1.[CH2:18]([N:20](CC)[CH2:21]C)C.CNC. (4) Given the product [C:19]([O:18][C:14](=[O:17])/[CH:15]=[CH:16]/[C:2]1[CH:13]=[N:12][C:5]2[NH:6][C:7](=[O:11])[NH:8][C:9](=[O:10])[C:4]=2[CH:3]=1)([CH3:22])([CH3:21])[CH3:20], predict the reactants needed to synthesize it. The reactants are: Br[C:2]1[CH:13]=[N:12][C:5]2[NH:6][C:7](=[O:11])[NH:8][C:9](=[O:10])[C:4]=2[CH:3]=1.[C:14]([O:18][C:19]([CH3:22])([CH3:21])[CH3:20])(=[O:17])[CH:15]=[CH2:16].C(N(C(C)C)C(C)C)C.CC1C=CC=CC=1P(C1C=CC=CC=1C)C1C=CC=CC=1C.